This data is from Reaction yield outcomes from USPTO patents with 853,638 reactions. The task is: Predict the reaction yield, written as a fraction of the theoretical maximum amount of product (1.0 means a 100% yield; for example, 0.34 means a 34% yield). (1) The reactants are [CH2:1]([O:4][C:5]1[CH:15]=[CH:14][C:8]([C:9]([O:11][CH2:12][CH3:13])=[O:10])=[CH:7][C:6]=1[CH:16]=[CH2:17])C=C. The catalyst is C(Cl)Cl.C(P(C1CCCCC1)(C1CCCCC1)C1CCCCC1)(P(C1CCCCC1)(C1CCCCC1)C1CCCCC1)C1C=CC=CC=1.Cl[Ru]Cl. The product is [O:4]1[C:5]2[C:6](=[CH:7][C:8]([C:9]([O:11][CH2:12][CH3:13])=[O:10])=[CH:14][CH:15]=2)[CH:16]=[CH:17][CH2:1]1. The yield is 0.800. (2) The reactants are [Cl:1][C:2]1[N:6]([CH2:7][C:8]2[CH:13]=[CH:12][CH:11]=[C:10]([C:14]([F:17])([F:16])[F:15])[C:9]=2[CH3:18])[C:5]2[CH:19]=[C:20]([N:27]3[CH2:32][CH2:31][O:30][CH2:29][CH2:28]3)[CH:21]=[C:22]([C:23]([O:25]C)=[O:24])[C:4]=2[N:3]=1.[OH-].[Li+]. The catalyst is O1CCCC1. The product is [Cl:1][C:2]1[N:6]([CH2:7][C:8]2[CH:13]=[CH:12][CH:11]=[C:10]([C:14]([F:17])([F:16])[F:15])[C:9]=2[CH3:18])[C:5]2[CH:19]=[C:20]([N:27]3[CH2:28][CH2:29][O:30][CH2:31][CH2:32]3)[CH:21]=[C:22]([C:23]([OH:25])=[O:24])[C:4]=2[N:3]=1. The yield is 0.900.